Task: Predict the reactants needed to synthesize the given product.. Dataset: Full USPTO retrosynthesis dataset with 1.9M reactions from patents (1976-2016) (1) Given the product [CH3:9][O:8][C:5]1[CH:6]=[CH:7][C:2]([CH2:1][NH:11][C:12]2[CH:17]=[CH:16][N:15]=[CH:14][N:13]=2)=[CH:3][CH:4]=1, predict the reactants needed to synthesize it. The reactants are: [CH:1](=O)[C:2]1[CH:7]=[CH:6][C:5]([O:8][CH3:9])=[CH:4][CH:3]=1.[NH2:11][C:12]1[CH:17]=[CH:16][N:15]=[CH:14][N:13]=1.[BH-](OC(C)=O)(OC(C)=O)OC(C)=O.[Na+].C(O)(=O)C. (2) Given the product [O:24]1[C:28]2[CH:29]=[CH:30][C:31]([C:33]3[CH:34]=[CH:37][C:38]([C:47]4[N:12]([CH2:11][C@@H:8]5[CH2:9][CH2:10][N:6]([C:4]([CH:1]6[CH2:3][CH2:2]6)=[O:5])[CH2:7]5)[C:13]5[CH:18]=[C:17]([C:19]([F:20])([F:21])[F:22])[CH:16]=[CH:15][C:14]=5[N:23]=4)=[CH:39][CH:40]=3)=[CH:32][C:27]=2[CH:26]=[CH:25]1, predict the reactants needed to synthesize it. The reactants are: [CH:1]1([C:4]([N:6]2[CH2:10][CH2:9][C@@H:8]([CH2:11][NH:12][C:13]3[C:14]([NH2:23])=[CH:15][CH:16]=[C:17]([C:19]([F:22])([F:21])[F:20])[CH:18]=3)[CH2:7]2)=[O:5])[CH2:3][CH2:2]1.[O:24]1[C:28]2[CH:29]=[CH:30][C:31]([C:33]3[CH:40]=[CH:39][CH:38]=[CH:37][C:34]=3C=O)=[CH:32][C:27]=2[CH:26]=[CH:25]1.OOS([O-])=O.[K+].[CH3:47]N(C=O)C. (3) The reactants are: Br[CH2:2][C:3]1[CH:12]=[C:11]2[C:6]([C:7]([C:15]3[CH:20]=[CH:19][CH:18]=[C:17]([F:21])[CH:16]=3)=[CH:8][C:9]([C:13]#[N:14])=[N:10]2)=[CH:5][CH:4]=1.[CH2:22]([C:24]([C:28]1[O:32][C:31]([NH:33][C:34](=[O:36])[CH3:35])=[N:30][N:29]=1)([OH:27])[CH2:25][CH3:26])[CH3:23].C([O-])([O-])=O.[K+].[K+]. Given the product [C:13]([C:9]1[CH:8]=[C:7]([C:15]2[CH:20]=[CH:19][CH:18]=[C:17]([F:21])[CH:16]=2)[C:6]2[C:11](=[CH:12][C:3]([CH2:2][N:33]([C:31]3[O:32][C:28]([C:24]([CH2:25][CH3:26])([OH:27])[CH2:22][CH3:23])=[N:29][N:30]=3)[C:34](=[O:36])[CH3:35])=[CH:4][CH:5]=2)[N:10]=1)#[N:14], predict the reactants needed to synthesize it. (4) Given the product [NH2:22][CH2:21][C:18]1[C:19]([NH2:20])=[N:8][C:7]([C:6]2[CH:10]=[CH:11][C:3]([C:2]([F:12])([F:13])[F:1])=[CH:4][CH:5]=2)=[N:9][C:17]=1[C:16]1[CH:23]=[CH:24][C:25]([Cl:27])=[CH:26][C:15]=1[Cl:14], predict the reactants needed to synthesize it. The reactants are: [F:1][C:2]([F:13])([F:12])[C:3]1[CH:11]=[CH:10][C:6]([C:7]([NH2:9])=[NH:8])=[CH:5][CH:4]=1.[Cl:14][C:15]1[CH:26]=[C:25]([Cl:27])[CH:24]=[CH:23][C:16]=1[CH:17]=[C:18]([C:21]#[N:22])[C:19]#[N:20]. (5) Given the product [CH2:1]([NH:8][C:14]1[N:15]=[C:16]([CH3:21])[CH:17]=[CH:18][C:13]=1[C:12]([O-:11])=[O:20])[C:2]1[CH:7]=[CH:6][CH:5]=[CH:4][CH:3]=1.[C:2]1([CH2:1][NH3+:8])[CH:7]=[CH:6][CH:5]=[CH:4][CH:3]=1, predict the reactants needed to synthesize it. The reactants are: [CH2:1]([NH2:8])[C:2]1[CH:7]=[CH:6][CH:5]=[CH:4][CH:3]=1.C([O:11][C:12](=[O:20])[C:13]1[CH:18]=[CH:17][CH:16]=[N:15][C:14]=1Cl)C.[CH2:21](C(CC)CN)C.